Task: Predict which catalyst facilitates the given reaction.. Dataset: Catalyst prediction with 721,799 reactions and 888 catalyst types from USPTO (1) Reactant: [Si]([O:18][CH2:19][C@@H:20]([N:24]1[C@H:29]([C:30]2[CH:35]=[CH:34][C:33]([Cl:36])=[CH:32][CH:31]=2)[C@@H:28]([C:37]2[CH:42]=[CH:41][CH:40]=[C:39]([Cl:43])[CH:38]=2)[CH2:27][C@@:26]([CH2:45][C:46]([O:48][CH3:49])=[O:47])([CH3:44])[C:25]1=[O:50])[CH:21]1[CH2:23][CH2:22]1)(C(C)(C)C)(C1C=CC=CC=1)C1C=CC=CC=1.CCCC[N+](CCCC)(CCCC)CCCC.[F-]. Product: [Cl:43][C:39]1[CH:38]=[C:37]([C@@H:28]2[C@@H:29]([C:30]3[CH:35]=[CH:34][C:33]([Cl:36])=[CH:32][CH:31]=3)[N:24]([C@@H:20]([CH:21]3[CH2:22][CH2:23]3)[CH2:19][OH:18])[C:25](=[O:50])[C@:26]([CH2:45][C:46]([O:48][CH3:49])=[O:47])([CH3:44])[CH2:27]2)[CH:42]=[CH:41][CH:40]=1. The catalyst class is: 1. (2) Product: [N+:10]([C:4]1[CH:3]=[C:2]([CH3:8])[N+:1]([O-:9])=[C:6]([CH3:7])[CH:5]=1)([O-:12])=[O:11]. The catalyst class is: 65. Reactant: [N+:1]1([O-:9])[C:2]([CH3:8])=[CH:3][CH:4]=[CH:5][C:6]=1[CH3:7].[N+:10]([O-])([OH:12])=[O:11]. (3) Reactant: [CH2:1]([C:5]([CH2:16][O:17]C)([C:11](OCC)=[O:12])[C:6]([O:8][CH2:9]C)=O)[CH:2]([CH3:4])[CH3:3].[H-].[Al+3].[Li+].[H-].[H-].[H-].[OH-].[Na+].S(=O)(=O)(O)O. Product: [OH:17][CH2:16][C:5]([CH2:6][O:8][CH3:9])([CH2:1][CH:2]([CH3:4])[CH3:3])[CH2:11][OH:12]. The catalyst class is: 7. (4) Reactant: [Cl:1][C:2]1[CH:10]=[C:9]2[C:5]([CH:6]=[C:7](B(O)O)[N:8]2C(OC(C)(C)C)=O)=[CH:4][CH:3]=1.[CH2:21]([O:28]N1C=CC=C(Br)C1)[C:22]1[CH:27]=[CH:26][CH:25]=[CH:24][CH:23]=1.P([O-])([O-])([O-])=O.[K+].[K+].[K+]. Product: [CH2:21]([O:28][C:2]1[CH:3]=[C:4]([C:7]2[NH:8][C:9]3[C:5]([CH:6]=2)=[CH:4][CH:3]=[C:2]([Cl:1])[CH:10]=3)[CH:5]=[CH:9][CH:10]=1)[C:22]1[CH:23]=[CH:24][CH:25]=[CH:26][CH:27]=1. The catalyst class is: 455.